From a dataset of Full USPTO retrosynthesis dataset with 1.9M reactions from patents (1976-2016). Predict the reactants needed to synthesize the given product. (1) The reactants are: [OH:1][C:2]1([C:5]([O:7][CH2:8][CH3:9])=[O:6])[CH2:4][CH2:3]1.CC1C=CC(S(O)(=O)=O)=CC=1.[CH2:21]1[CH2:26][O:25][CH:24]=[CH:23][CH2:22]1. Given the product [O:25]1[CH2:26][CH2:21][CH2:22][CH2:23][CH:24]1[O:1][C:2]1([C:5]([O:7][CH2:8][CH3:9])=[O:6])[CH2:4][CH2:3]1, predict the reactants needed to synthesize it. (2) Given the product [C:46]([O:29][C:22]1[CH:21]=[C:20]([S:17]([O:16][C:15]2[CH:30]=[CH:31][C:12]([C:10]([C:9]3[C:8]([CH3:37])=[C:7]([CH3:38])[O:6][C:5]=3[CH2:4][C:3]3[CH:39]=[CH:40][CH:41]=[CH:42][C:2]=3[Br:1])=[O:11])=[CH:13][C:14]=2[CH:32]2[CH2:36][CH2:35][CH2:34][CH2:33]2)(=[O:19])=[O:18])[CH:28]=[CH:27][C:23]=1[C:24]([OH:26])=[O:25])(=[O:48])[CH3:47], predict the reactants needed to synthesize it. The reactants are: [Br:1][C:2]1[CH:42]=[CH:41][CH:40]=[CH:39][C:3]=1[CH2:4][C:5]1[O:6][C:7]([CH3:38])=[C:8]([CH3:37])[C:9]=1[C:10]([C:12]1[CH:31]=[CH:30][C:15]([O:16][S:17]([C:20]2[CH:28]=[CH:27][C:23]([C:24]([OH:26])=[O:25])=[C:22]([OH:29])[CH:21]=2)(=[O:19])=[O:18])=[C:14]([CH:32]2[CH2:36][CH2:35][CH2:34][CH2:33]2)[CH:13]=1)=[O:11].[I-].[Mg+2].[I-].[C:46](OC(=O)C)(=[O:48])[CH3:47].